From a dataset of Forward reaction prediction with 1.9M reactions from USPTO patents (1976-2016). Predict the product of the given reaction. Given the reactants [CH:1]([O:4][C:5](=[O:21])[NH:6][C@@H:7]1[CH2:20][C:10]2[NH:11][C:12]3[CH:13]=[CH:14][C:15]([C:18]#[N:19])=[CH:16][C:17]=3[C:9]=2[CH2:8]1)([CH3:3])[CH3:2].C(=O)([O-])[O-].[Cs+].[Cs+].[CH2:28]([O:31][C:32]1[C:33]([CH2:38]Cl)=[N:34][CH:35]=[CH:36][CH:37]=1)[CH:29]=[CH2:30].O, predict the reaction product. The product is: [CH:1]([O:4][C:5](=[O:21])[NH:6][C@@H:7]1[CH2:20][C:10]2[N:11]([CH2:38][C:33]3[C:32]([O:31][CH2:28][CH:29]=[CH2:30])=[CH:37][CH:36]=[CH:35][N:34]=3)[C:12]3[CH:13]=[CH:14][C:15]([C:18]#[N:19])=[CH:16][C:17]=3[C:9]=2[CH2:8]1)([CH3:3])[CH3:2].